From a dataset of Reaction yield outcomes from USPTO patents with 853,638 reactions. Predict the reaction yield, written as a fraction of the theoretical maximum amount of product (1.0 means a 100% yield; for example, 0.34 means a 34% yield). (1) The reactants are [CH3:1][O:2][C:3]1[CH:8]=[CH:7][C:6]([CH:9]=[C:10]([C:14]2[CH:19]=[CH:18][CH:17]=[CH:16][CH:15]=2)[C:11]([OH:13])=[O:12])=[CH:5][CH:4]=1. The catalyst is [Pd].C(OCC)(=O)C. The product is [CH3:1][O:2][C:3]1[CH:4]=[CH:5][C:6]([CH2:9][CH:10]([C:14]2[CH:19]=[CH:18][CH:17]=[CH:16][CH:15]=2)[C:11]([OH:13])=[O:12])=[CH:7][CH:8]=1. The yield is 1.00. (2) The reactants are [CH2:1]([N:3]1[CH:7]=[C:6]([CH2:8]O)[CH:5]=[N:4]1)[CH3:2].S(Cl)([Cl:12])=O. The catalyst is O1CCCC1. The product is [ClH:12].[Cl:12][CH2:8][C:6]1[CH:5]=[N:4][N:3]([CH2:1][CH3:2])[CH:7]=1. The yield is 1.00. (3) The reactants are [CH3:1][O:2][C:3]1[CH:8]=[CH:7][C:6]([OH:9])=[C:5]([NH2:10])[CH:4]=1.C(=O)(O)[O-].[Na+].[Br:16][CH2:17][C:18](Br)=[O:19]. The catalyst is C(Cl)(Cl)Cl. The product is [Br:16][CH2:17][C:18]([NH:10][C:5]1[CH:4]=[C:3]([O:2][CH3:1])[CH:8]=[CH:7][C:6]=1[OH:9])=[O:19]. The yield is 0.770.